From a dataset of Peptide-MHC class I binding affinity with 185,985 pairs from IEDB/IMGT. Regression. Given a peptide amino acid sequence and an MHC pseudo amino acid sequence, predict their binding affinity value. This is MHC class I binding data. The binding affinity (normalized) is 0.359. The MHC is H-2-Db with pseudo-sequence H-2-Db. The peptide sequence is RSFAFLEL.